This data is from Forward reaction prediction with 1.9M reactions from USPTO patents (1976-2016). The task is: Predict the product of the given reaction. (1) Given the reactants C([O:5][C@H:6]1[CH2:10][N:9]([C:11](=[O:19])[CH2:12][C:13]2[O:17][N:16]=[C:15]([CH3:18])[CH:14]=2)[C@H:8]([C:20]([OH:22])=[O:21])[CH2:7]1)(C)(C)C.C(O)(C(F)(F)F)=O, predict the reaction product. The product is: [OH:5][C@H:6]1[CH2:10][N:9]([C:11](=[O:19])[CH2:12][C:13]2[O:17][N:16]=[C:15]([CH3:18])[CH:14]=2)[C@H:8]([C:20]([OH:22])=[O:21])[CH2:7]1. (2) Given the reactants C(N(CC)C(C)C)(C)C.[CH3:10][C@H:11]([NH:15][C:16]([O:18][C:19]([CH3:22])([CH3:21])[CH3:20])=[O:17])[C:12]([OH:14])=O.Cl.CN(C)CCCN=C=NCC.[NH2:35][CH:36]1[N:42]=[C:41]([C:43]2[CH:48]=[CH:47][CH:46]=[CH:45][CH:44]=2)[C:40]2[CH:49]=[CH:50][CH:51]=[CH:52][C:39]=2[N:38]([CH2:53][CH2:54][CH2:55][C:56]([F:59])([F:58])[F:57])[C:37]1=[O:60], predict the reaction product. The product is: [C:19]([O:18][C:16]([NH:15][C@H:11]([C:12]([NH:35][CH:36]1[N:42]=[C:41]([C:43]2[CH:44]=[CH:45][CH:46]=[CH:47][CH:48]=2)[C:40]2[CH:49]=[CH:50][CH:51]=[CH:52][C:39]=2[N:38]([CH2:53][CH2:54][CH2:55][C:56]([F:58])([F:57])[F:59])[C:37]1=[O:60])=[O:14])[CH3:10])=[O:17])([CH3:22])([CH3:21])[CH3:20]. (3) Given the reactants [F:1][C:2]1[CH:3]=[C:4]2[C:8](=[CH:9][CH:10]=1)[NH:7][C:6](C(O)=O)=[C:5]2[CH3:14], predict the reaction product. The product is: [F:1][C:2]1[CH:3]=[C:4]2[C:8](=[CH:9][CH:10]=1)[NH:7][CH:6]=[C:5]2[CH3:14]. (4) Given the reactants Cl[C:2]1[C:7]2[CH2:8][NH:9][C:10](=[O:11])[C:6]=2[CH:5]=[C:4]([Cl:12])[N:3]=1.[N:13]1([C:19]([O:21][C:22]([CH3:25])([CH3:24])[CH3:23])=[O:20])[CH2:18][CH2:17][NH:16][CH2:15][CH2:14]1.C(N(CC)CC)C, predict the reaction product. The product is: [C:22]([O:21][C:19]([N:13]1[CH2:18][CH2:17][N:16]([C:2]2[C:7]3[CH2:8][NH:9][C:10](=[O:11])[C:6]=3[CH:5]=[C:4]([Cl:12])[N:3]=2)[CH2:15][CH2:14]1)=[O:20])([CH3:25])([CH3:23])[CH3:24]. (5) Given the reactants [F:1][C:2]1[CH:3]=[C:4]([C:9]2[CH:18]=[N:17][C:16]3[C:15]([C:19]([O:21]C)=[O:20])=[C:14]([O:23]C)[C:13]([C:25]4[CH:30]=[CH:29][C:28]([F:31])=[C:27]([F:32])[CH:26]=4)=[CH:12][C:11]=3[N:10]=2)[CH:5]=[CH:6][C:7]=1[F:8].B(Br)(Br)Br, predict the reaction product. The product is: [F:1][C:2]1[CH:3]=[C:4]([C:9]2[CH:18]=[N:17][C:16]3[C:15]([C:19]([OH:21])=[O:20])=[C:14]([OH:23])[C:13]([C:25]4[CH:30]=[CH:29][C:28]([F:31])=[C:27]([F:32])[CH:26]=4)=[CH:12][C:11]=3[N:10]=2)[CH:5]=[CH:6][C:7]=1[F:8]. (6) The product is: [CH2:29]([O:31][C:26](=[O:35])[CH2:25][C:21]1[CH:22]=[CH:23][CH:24]=[C:19]([O:18][C:10]2[C:11]3[C:16](=[CH:15][C:14]([Cl:17])=[CH:13][CH:12]=3)[N:8]([CH2:1][C:2]3[CH:7]=[CH:6][CH:5]=[CH:4][CH:3]=3)[C:9]=2[CH3:28])[CH:20]=1)[CH3:30]. Given the reactants [CH2:1]([N:8]1[C:16]2[C:11](=[CH:12][CH:13]=[C:14]([Cl:17])[CH:15]=2)[C:10]([O:18][C:19]2[CH:20]=[C:21]([CH2:25][C:26]#N)[CH:22]=[CH:23][CH:24]=2)=[C:9]1[CH3:28])[C:2]1[CH:7]=[CH:6][CH:5]=[CH:4][CH:3]=1.[C:29](Cl)(=[O:31])[CH3:30].CC[OH:35], predict the reaction product.